Dataset: Reaction yield outcomes from USPTO patents with 853,638 reactions. Task: Predict the reaction yield, written as a fraction of the theoretical maximum amount of product (1.0 means a 100% yield; for example, 0.34 means a 34% yield). (1) The yield is 0.810. The reactants are [NH2:1][C:2]1[C:3]([C:7](=[N:13][OH:14])[NH:8]CCOC)=[N:4][O:5][N:6]=1.O.[OH-].[K+].[C:18]([O:21][CH2:22]C)(=O)[CH3:19]. The catalyst is CCCCCC. The product is [OH:14][N:13]=[C:7]([C:3]1[C:2]([NH:1][CH2:19][CH2:18][O:21][CH3:22])=[N:6][O:5][N:4]=1)[NH2:8]. (2) The reactants are F[C:2]1[CH:9]=[CH:8][C:5]([CH:6]=[O:7])=[CH:4][CH:3]=1.[CH3:10][NH:11][CH2:12][CH3:13].C(=O)([O-])[O-].[K+].[K+].O. The catalyst is CS(C)=O. The product is [CH2:12]([N:11]([C:2]1[CH:9]=[CH:8][C:5]([CH:6]=[O:7])=[CH:4][CH:3]=1)[CH3:10])[CH3:13]. The yield is 0.890. (3) The reactants are [Br:1][C:2]1[C:7]([O:8][CH3:9])=[CH:6][C:5]([C:10]2[O:11][CH:12]=[CH:13][CH:14]=2)=[CH:4][C:3]=1[O:15][CH3:16].C([N-]C(C)C)(C)C.[Li+].[N:25]1[N:26]([C:30]2[CH:35]=[CH:34][C:33]([CH:36]([O:43][CH3:44])[C:37](N(OC)C)=[O:38])=[CH:32][CH:31]=2)[N:27]=[CH:28][CH:29]=1. The catalyst is C1COCC1. The product is [N:25]1[N:26]([C:30]2[CH:31]=[CH:32][C:33]([CH:36]([O:43][CH3:44])[C:37]([C:12]3[O:11][C:10]([C:5]4[CH:6]=[C:7]([O:8][CH3:9])[C:2]([Br:1])=[C:3]([O:15][CH3:16])[CH:4]=4)=[CH:14][CH:13]=3)=[O:38])=[CH:34][CH:35]=2)[N:27]=[CH:28][CH:29]=1. The yield is 0.100. (4) The reactants are [NH2:1][C:2]([CH2:9][CH2:10][CH2:11][CH3:12])([CH2:5][CH2:6][CH2:7][CH3:8])[CH2:3][OH:4].Cl[S:14]([OH:17])(=[O:16])=[O:15]. The catalyst is C(Cl)Cl. The product is [S:14]([OH:17])([O:4][CH2:3][C:2]([NH2:1])([CH2:9][CH2:10][CH2:11][CH3:12])[CH2:5][CH2:6][CH2:7][CH3:8])(=[O:16])=[O:15]. The yield is 0.462. (5) The reactants are [CH3:1][NH:2][CH:3]1[C:12]2[N:11]=[CH:10][CH:9]=[CH:8][C:7]=2[CH2:6][CH2:5][CH2:4]1.[F:13][C:14]1[N:19]2[CH:20]=[C:21]([CH:23]=O)[N:22]=[C:18]2[CH:17]=[CH:16][CH:15]=1.C(O)(=O)C.C(O[BH-](OC(=O)C)OC(=O)C)(=O)C.[Na+]. The catalyst is ClC(Cl)C. The product is [F:13][C:14]1[N:19]2[CH:20]=[C:21]([CH2:23][N:2]([CH3:1])[CH:3]3[C:12]4[N:11]=[CH:10][CH:9]=[CH:8][C:7]=4[CH2:6][CH2:5][CH2:4]3)[N:22]=[C:18]2[CH:17]=[CH:16][CH:15]=1. The yield is 0.930. (6) The reactants are [CH2:1]([CH:4]([CH2:8][CH2:9][CH3:10])[C:5]([OH:7])=[O:6])[CH2:2][CH3:3].[CH2:11](O)[CH2:12][CH2:13][CH2:14][OH:15]. The catalyst is CS(O)(=O)=O.C1(C)C=CC=CC=1. The product is [CH2:1]([CH:4]([CH2:8][CH2:9][CH3:10])[C:5]([O:7][CH2:11][CH2:12][CH2:13][CH2:14][OH:15])=[O:6])[CH2:2][CH3:3]. The yield is 0.990. (7) The reactants are [F:1][C:2]1[C:3]([CH3:26])=[C:4]([C:8]2([C:22]([O:24][CH3:25])=[O:23])[CH2:13][CH2:12][C:11]([OH:14])=[C:10](C(OC(C)(C)C)=O)[CH2:9]2)[CH:5]=[CH:6][CH:7]=1. The catalyst is C(O)(C(F)(F)F)=O. The product is [F:1][C:2]1[C:3]([CH3:26])=[C:4]([C:8]2([C:22]([O:24][CH3:25])=[O:23])[CH2:9][CH2:10][C:11](=[O:14])[CH2:12][CH2:13]2)[CH:5]=[CH:6][CH:7]=1. The yield is 0.520. (8) The reactants are [F:1][C:2]1[CH:7]=[CH:6][C:5]([C:8]2[S:12][C:11]([CH2:13][OH:14])=[N:10][C:9]=2[C:15]([OH:17])=O)=[CH:4][CH:3]=1.CCN=C=NCCCN(C)C.Cl.ON1C2C=CC=CC=2N=N1.[F:40][C:41]1[C:56]([F:57])=[CH:55][C:44]2[NH:45][C:46]([CH2:48][CH:49]3[CH2:54][CH2:53][CH2:52][CH2:51][NH:50]3)=[N:47][C:43]=2[CH:42]=1. The catalyst is CN(C=O)C. The product is [F:40][C:41]1[C:56]([F:57])=[CH:55][C:44]2[NH:45][C:46]([CH2:48][CH:49]3[CH2:54][CH2:53][CH2:52][CH2:51][N:50]3[C:15]([C:9]3[N:10]=[C:11]([CH2:13][OH:14])[S:12][C:8]=3[C:5]3[CH:4]=[CH:3][C:2]([F:1])=[CH:7][CH:6]=3)=[O:17])=[N:47][C:43]=2[CH:42]=1. The yield is 0.360. (9) The product is [C:11]([O:10][C:9](=[O:15])[NH:8][C@H:5]1[CH2:6][CH2:7][C@H:2]([NH:1][C:17]2[CH:22]=[CH:21][C:20]([CH3:23])=[CH:19][N:18]=2)[CH2:3][CH2:4]1)([CH3:12])([CH3:14])[CH3:13]. The reactants are [NH2:1][C@H:2]1[CH2:7][CH2:6][C@H:5]([NH:8][C:9](=[O:15])[O:10][C:11]([CH3:14])([CH3:13])[CH3:12])[CH2:4][CH2:3]1.Br[C:17]1[CH:22]=[CH:21][C:20]([CH3:23])=[CH:19][N:18]=1.C([O-])(=O)C.[Cs+]. The yield is 0.341. The catalyst is CS(C)=O.[OH-].[Na+].[Cu].